Dataset: Full USPTO retrosynthesis dataset with 1.9M reactions from patents (1976-2016). Task: Predict the reactants needed to synthesize the given product. (1) The reactants are: [F:1][C:2]1[CH:7]=[CH:6][C:5]([CH2:8][CH2:9][NH:10][C:11]([C:13]2[N:14]=[N:15][C:16](Cl)=[CH:17][CH:18]=2)=[O:12])=[CH:4][CH:3]=1.[N:20]1([C:26]([C:28]2[CH:33]=[CH:32][CH:31]=[CH:30][C:29]=2[C:34]([F:37])([F:36])[F:35])=[O:27])[CH2:25][CH2:24][NH:23][CH2:22][CH2:21]1. Given the product [F:1][C:2]1[CH:7]=[CH:6][C:5]([CH2:8][CH2:9][NH:10][C:11]([C:13]2[N:14]=[N:15][C:16]([N:23]3[CH2:24][CH2:25][N:20]([C:26](=[O:27])[C:28]4[CH:33]=[CH:32][CH:31]=[CH:30][C:29]=4[C:34]([F:37])([F:35])[F:36])[CH2:21][CH2:22]3)=[CH:17][CH:18]=2)=[O:12])=[CH:4][CH:3]=1, predict the reactants needed to synthesize it. (2) The reactants are: [OH:1][C@@H:2]1[CH2:6][C:5](=[O:7])[C:4]([CH2:8]/[CH:9]=[CH:10]\[CH2:11][CH2:12][CH2:13][C:14]([O:16][CH:17]([CH3:19])[CH3:18])=[O:15])=[CH:3]1.[C:20]1(/[CH:26]=[CH:27]/B(O)O)[CH:25]=[CH:24][CH:23]=[CH:22][CH:21]=1.[OH-].[K+]. Given the product [OH:1][C@@H:2]1[CH2:6][C:5](=[O:7])[C@H:4]([CH2:8]/[CH:9]=[CH:10]\[CH2:11][CH2:12][CH2:13][C:14]([O:16][CH:17]([CH3:19])[CH3:18])=[O:15])[C@H:3]1/[CH:27]=[CH:26]/[C:20]1[CH:25]=[CH:24][CH:23]=[CH:22][CH:21]=1, predict the reactants needed to synthesize it. (3) The reactants are: [F:1][C:2]1[CH:9]=[CH:8][C:5]([CH2:6][NH2:7])=[CH:4][CH:3]=1.[Cl:10][C:11]1[N:16]=[C:15]([Cl:17])[C:14]([C:18](Cl)=[O:19])=[CH:13][N:12]=1.C(N(CC)C(C)C)(C)C. Given the product [Cl:10][C:11]1[N:16]=[C:15]([Cl:17])[C:14]([C:18]([NH:7][CH2:6][C:5]2[CH:8]=[CH:9][C:2]([F:1])=[CH:3][CH:4]=2)=[O:19])=[CH:13][N:12]=1, predict the reactants needed to synthesize it. (4) Given the product [CH3:1][S:2]([O:6][CH2:7][CH2:8][CH2:9][Si:10]([CH3:37])([CH3:38])[O:11][Si:12]([O:29][Si:30]([CH3:35])([CH3:36])[CH2:31][CH2:32][CH2:33][O:34][S:2]([CH3:1])(=[O:4])=[O:3])([O:13][Si:14]([CH3:19])([CH3:20])[CH2:15][CH2:16][CH2:17][O:18][S:2]([CH3:1])(=[O:4])=[O:3])[O:21][Si:22]([CH3:28])([CH3:27])[CH2:23][CH2:24][CH2:25][O:26][S:2]([CH3:1])(=[O:4])=[O:3])(=[O:4])=[O:3], predict the reactants needed to synthesize it. The reactants are: [CH3:1][S:2](Cl)(=[O:4])=[O:3].[OH:6][CH2:7][CH2:8][CH2:9][Si:10]([CH3:38])([CH3:37])[O:11][Si:12]([O:29][Si:30]([CH3:36])([CH3:35])[CH2:31][CH2:32][CH2:33][OH:34])([O:21][Si:22]([CH3:28])([CH3:27])[CH2:23][CH2:24][CH2:25][OH:26])[O:13][Si:14]([CH3:20])([CH3:19])[CH2:15][CH2:16][CH2:17][OH:18]. (5) The reactants are: [Cl:1][C:2]1[CH:8]=[CH:7][C:5]([NH2:6])=[C:4]([O:9][C:10]([F:13])([F:12])[F:11])[CH:3]=1.[I:14]I. Given the product [Cl:1][C:2]1[CH:3]=[C:4]([O:9][C:10]([F:11])([F:12])[F:13])[C:5]([NH2:6])=[C:7]([I:14])[CH:8]=1, predict the reactants needed to synthesize it. (6) Given the product [Br:22][C:23]1[CH:24]=[C:25]([NH:26][C:2]2[CH:9]=[CH:8][C:5]([C:6]#[N:7])=[CH:4][C:3]=2[N+:10]([O-:12])=[O:11])[CH:27]=[CH:28][CH:29]=1, predict the reactants needed to synthesize it. The reactants are: Cl[C:2]1[CH:9]=[CH:8][C:5]([C:6]#[N:7])=[CH:4][C:3]=1[N+:10]([O-:12])=[O:11].C(N(C(C)C)CC)(C)C.[Br:22][C:23]1[CH:24]=[C:25]([CH:27]=[CH:28][CH:29]=1)[NH2:26].